Task: Predict the reactants needed to synthesize the given product.. Dataset: Full USPTO retrosynthesis dataset with 1.9M reactions from patents (1976-2016) (1) Given the product [C:1]([O:5][C:6](=[O:42])[N:7]([C@H:9]([C:11](=[O:41])[NH:12][C@@H:13]1[C:19](=[O:20])[N:18]([CH2:21][C:22]2[C:31]3[C:26](=[CH:27][C:28]([C:32](=[NH:33])[NH:43][OH:44])=[CH:29][CH:30]=3)[CH:25]=[CH:24][C:23]=2[O:35][CH3:36])[C:17]2[CH:37]=[CH:38][CH:39]=[CH:40][C:16]=2[CH2:15][CH2:14]1)[CH3:10])[CH3:8])([CH3:2])([CH3:3])[CH3:4], predict the reactants needed to synthesize it. The reactants are: [C:1]([O:5][C:6](=[O:42])[N:7]([C@H:9]([C:11](=[O:41])[NH:12][C@@H:13]1[C:19](=[O:20])[N:18]([CH2:21][C:22]2[C:31]3[C:26](=[CH:27][C:28]([C:32](=S)[NH2:33])=[CH:29][CH:30]=3)[CH:25]=[CH:24][C:23]=2[O:35][CH3:36])[C:17]2[CH:37]=[CH:38][CH:39]=[CH:40][C:16]=2[CH2:15][CH2:14]1)[CH3:10])[CH3:8])([CH3:4])([CH3:3])[CH3:2].[NH2:43][OH:44].Cl.CN(C=O)C. (2) Given the product [Cl:13][C:14]1[C:23]([C:24]([F:26])([F:27])[F:25])=[N:22][C:21]2[C:16](=[CH:17][CH:18]=[C:19]([OH:28])[CH:20]=2)[N:15]=1, predict the reactants needed to synthesize it. The reactants are: ClC1N=CC2C(=CC=C(O)C=2)N=1.[Cl:13][C:14]1[C:23]([C:24]([F:27])([F:26])[F:25])=[N:22][C:21]2[C:16](=[CH:17][CH:18]=[C:19]([O:28]C)[CH:20]=2)[N:15]=1. (3) Given the product [Cl:1][C:2]1[CH:3]=[N:4][C:5]2[C:10]([CH:11]=1)=[CH:9][C:8]([CH2:12][C:18]1[CH:19]=[C:20]([CH:25]=[CH:26][N:27]=1)[C:21]([O:23][CH3:24])=[O:22])=[CH:7][C:6]=2[C:14]#[N:15], predict the reactants needed to synthesize it. The reactants are: [Cl:1][C:2]1[CH:3]=[N:4][C:5]2[C:10]([CH:11]=1)=[CH:9][C:8]([CH2:12]Cl)=[CH:7][C:6]=2[C:14]#[N:15].C[Sn](C)(C)[C:18]1[CH:19]=[C:20]([CH:25]=[CH:26][N:27]=1)[C:21]([O:23][CH3:24])=[O:22]. (4) Given the product [Cl:1][C:2]1[N:3]=[C:4]([N:18]2[CH2:23][CH2:22][O:21][CH2:20][CH2:19]2)[C:5]2[S:10][C:9]([C:11]3[CH:12]=[C:13]([NH:17][CH2:26][C:25]([OH:24])([CH3:30])[CH3:29])[CH:14]=[CH:15][CH:16]=3)=[CH:8][C:6]=2[N:7]=1, predict the reactants needed to synthesize it. The reactants are: [Cl:1][C:2]1[N:3]=[C:4]([N:18]2[CH2:23][CH2:22][O:21][CH2:20][CH2:19]2)[C:5]2[S:10][C:9]([C:11]3[CH:12]=[C:13]([NH2:17])[CH:14]=[CH:15][CH:16]=3)=[CH:8][C:6]=2[N:7]=1.[OH:24][C:25]([CH3:30])([CH3:29])[C:26](O)=O. (5) The reactants are: [NH2:1][CH:2]1[N:8]=[C:7]([C:9]2[CH:14]=[CH:13][CH:12]=[CH:11][C:10]=2[F:15])[C:6]2[CH:16]=[CH:17][CH:18]=[CH:19][C:5]=2[N:4]([CH3:20])[C:3]1=[O:21].C([O:29][C:30]([C:32]1(N)[N:38]=C(C2C=CC=CC=2F)C2C=C(Br)C=CC=2N(C)[C:33]1=O)=O)C1C=CC=CC=1. Given the product [NH2:38][C@H:32]([C:30]([NH:1][CH:2]1[N:8]=[C:7]([C:9]2[CH:14]=[CH:13][CH:12]=[CH:11][C:10]=2[F:15])[C:6]2[CH:16]=[CH:17][CH:18]=[CH:19][C:5]=2[N:4]([CH3:20])[C:3]1=[O:21])=[O:29])[CH3:33], predict the reactants needed to synthesize it. (6) Given the product [OH:36][CH:35]([C:33]1[N:34]=[C:27]([CH3:26])[C:28]([C:29]#[N:30])=[CH:31][CH:32]=1)[CH2:37][N:25]1[CH:6]2[CH2:5][CH2:4][CH:3]1[CH:2]1[N:10]([CH2:11][C@H:12]([OH:13])[C:14]3[CH:23]=[CH:22][C:17]4[C:18](=[O:21])[O:19][CH2:20][C:16]=4[C:15]=3[CH3:24])[CH:7]2[CH2:8][CH2:9]1, predict the reactants needed to synthesize it. The reactants are: Cl.[CH:2]12[N:10]([CH2:11][C@@H:12]([C:14]3[CH:23]=[CH:22][C:17]4[C:18](=[O:21])[O:19][CH2:20][C:16]=4[C:15]=3[CH3:24])[OH:13])[CH:7]([CH2:8][CH2:9]1)[CH:6]1[NH:25][CH:3]2[CH2:4][CH2:5]1.[CH3:26][C:27]1[N:34]=[C:33]([CH:35]2[CH2:37][O:36]2)[CH:32]=[CH:31][C:28]=1[C:29]#[N:30]. (7) Given the product [C:13]([O:16][C:17](=[O:18])[NH:11][CH2:10][C:3]1[C:4](=[O:9])[NH:5][C:6]([CH3:8])=[CH:7][C:2]=1[CH3:1])([CH3:15])([CH3:14])[CH3:12], predict the reactants needed to synthesize it. The reactants are: [CH3:1][C:2]1[CH:7]=[C:6]([CH3:8])[NH:5][C:4](=[O:9])[C:3]=1[C:10]#[N:11].[CH3:12][C:13]([O:16][C:17](O[C:17]([O:16][C:13]([CH3:15])([CH3:14])[CH3:12])=[O:18])=[O:18])([CH3:15])[CH3:14].CCN(CC)CC.O. (8) Given the product [NH:28]1[C:29]2[C:25](=[CH:24][C:23]([N:19]([CH:14]3[CH2:15][CH:16]4[N:11]([CH2:8][CH2:9][CH3:10])[CH:12]([CH2:18][CH2:17]4)[CH2:13]3)[C:20](=[O:22])[CH3:21])=[CH:31][CH:30]=2)[CH:26]=[N:27]1, predict the reactants needed to synthesize it. The reactants are: FC(F)(F)C(O)=O.[CH2:8]([N:11]1[CH:16]2[CH2:17][CH2:18][CH:12]1[CH2:13][CH:14]([N:19]([C:23]1[CH:24]=[C:25]3[C:29](=[CH:30][CH:31]=1)[N:28](C1CCCCO1)[N:27]=[CH:26]3)[C:20](=[O:22])[CH3:21])[CH2:15]2)[CH2:9][CH3:10].C(=O)([O-])O.[Na+].